This data is from Reaction yield outcomes from USPTO patents with 853,638 reactions. The task is: Predict the reaction yield, written as a fraction of the theoretical maximum amount of product (1.0 means a 100% yield; for example, 0.34 means a 34% yield). (1) The reactants are Cl.[CH3:2][O:3][CH2:4][C:5]([NH2:7])=[NH:6].BrBr.C[O-].[Na+].[S-:13][C:14]#[N:15].[K+]. The catalyst is CO. The product is [CH3:2][O:3][CH2:4][C:5]1[N:7]=[C:14]([NH2:15])[S:13][N:6]=1. The yield is 0.600. (2) The reactants are Cl.[NH:2]1[C:6]2[CH:7]=[CH:8][CH:9]=[CH:10][C:5]=2[N:4]=[C:3]1[C:11]1[CH:12]=[C:13]([N:18]2[CH2:23][CH2:22][CH2:21][C@@H:20]([C:24](O)=[O:25])[CH2:19]2)[CH:14]=[CH:15][C:16]=1[Cl:17].CN(C(ON1N=NC2[CH:38]=[CH:39][CH:40]=[N:41][C:36]1=2)=[N+](C)C)C.F[P-](F)(F)(F)(F)F.C(N(CC)CC)C.C(OC(N1CCNCC1)=O)(C)(C)C. No catalyst specified. The product is [NH:4]1[C:5]2[CH:10]=[CH:9][CH:8]=[CH:7][C:6]=2[N:2]=[C:3]1[C:11]1[CH:12]=[C:13]([N:18]2[CH2:23][CH2:22][CH2:21][C@@H:20]([C:24]([N:41]3[CH2:40][CH2:39][CH2:38][CH2:36]3)=[O:25])[CH2:19]2)[CH:14]=[CH:15][C:16]=1[Cl:17]. The yield is 0.550. (3) The reactants are [CH3:1][O:2][CH2:3][C:4]1[N:8]([CH3:9])[N:7]=[C:6]([NH:10][C:11]2[C:16](=[O:17])[N:15]([CH3:18])[CH:14]=[C:13]([C:19]3[C:24]([CH:25]=[O:26])=[C:23]([N:27]4[CH2:39][CH2:38][C:37]5[N:36]6[C:31]([CH2:32][CH2:33][CH2:34][CH2:35]6)=[CH:30][C:29]=5[C:28]4=[O:40])[N:22]=[CH:21][CH:20]=3)[CH:12]=2)[CH:5]=1.[BH4-].[Na+]. The catalyst is CO. The product is [OH:26][CH2:25][C:24]1[C:23]([N:27]2[CH2:39][CH2:38][C:37]3[N:36]4[C:31]([CH2:32][CH2:33][CH2:34][CH2:35]4)=[CH:30][C:29]=3[C:28]2=[O:40])=[N:22][CH:21]=[CH:20][C:19]=1[C:13]1[CH:12]=[C:11]([NH:10][C:6]2[CH:5]=[C:4]([CH2:3][O:2][CH3:1])[N:8]([CH3:9])[N:7]=2)[C:16](=[O:17])[N:15]([CH3:18])[CH:14]=1. The yield is 0.410. (4) The reactants are [Cl:1][C:2]1[CH:3]=[C:4]([CH:7]=[CH:8][C:9]=1[O:10][CH2:11][CH2:12][CH2:13][N:14]1[CH2:20][CH2:19][CH2:18][N:17]([CH3:21])[CH2:16][CH2:15]1)[CH:5]=O.[Cl:22][C:23]1[CH:24]=[C:25]([NH2:31])[C:26]([NH2:30])=[CH:27][C:28]=1[CH3:29]. No catalyst specified. The product is [Cl:22][C:23]1[C:28]([CH3:29])=[CH:27][C:26]2[NH:30][C:5]([C:4]3[CH:7]=[CH:8][C:9]([O:10][CH2:11][CH2:12][CH2:13][N:14]4[CH2:20][CH2:19][CH2:18][N:17]([CH3:21])[CH2:16][CH2:15]4)=[C:2]([Cl:1])[CH:3]=3)=[N:31][C:25]=2[CH:24]=1. The yield is 0.0800.